This data is from Full USPTO retrosynthesis dataset with 1.9M reactions from patents (1976-2016). The task is: Predict the reactants needed to synthesize the given product. (1) Given the product [F:1][C:2]1[CH:7]=[CH:6][C:5]([O:8][CH2:35][C:36]([O:38][CH:39]([CH3:41])[CH3:40])=[O:37])=[C:4]([CH3:9])[C:3]=1[NH:10][CH2:11][C:12]1[CH:17]=[C:16]([C:18]2[CH:23]=[CH:22][CH:21]=[C:20]([F:24])[CH:19]=2)[CH:15]=[C:14]([CH3:25])[C:13]=1[O:26][CH3:27], predict the reactants needed to synthesize it. The reactants are: [F:1][C:2]1[CH:7]=[CH:6][C:5]([OH:8])=[C:4]([CH3:9])[C:3]=1[NH:10][CH2:11][C:12]1[CH:17]=[C:16]([C:18]2[CH:23]=[CH:22][CH:21]=[C:20]([F:24])[CH:19]=2)[CH:15]=[C:14]([CH3:25])[C:13]=1[O:26][CH3:27].C([O-])([O-])=O.[Cs+].[Cs+].Br[CH2:35][C:36]([O:38][CH:39]([CH3:41])[CH3:40])=[O:37].O. (2) Given the product [SH:22][C:21]([CH3:24])([CH3:23])[CH2:20][S:1][CH2:2][C:3]1[CH:4]=[C:5]([CH2:11][OH:12])[CH:6]=[C:7]([CH2:9][OH:10])[CH:8]=1, predict the reactants needed to synthesize it. The reactants are: [SH:1][CH2:2][C:3]1[CH:4]=[C:5]([CH2:11][OH:12])[CH:6]=[C:7]([CH2:9][OH:10])[CH:8]=1.C(N(CC)CC)C.[CH3:20][C:21]1([CH3:24])[CH2:23][S:22]1. (3) Given the product [Cl:1][C:2]1[C:3]([CH2:26][C:27]([NH:35][CH2:34][C:33]2[CH:36]=[CH:37][CH:38]=[C:31]([Cl:30])[CH:32]=2)=[O:29])=[N:4][C:5]([NH:8][CH2:16][C:17]([F:24])([F:25])[C:18]2[CH:23]=[CH:22][CH:21]=[CH:20][N:19]=2)=[CH:6][CH:7]=1, predict the reactants needed to synthesize it. The reactants are: [Cl:1][C:2]1[C:3]([CH2:26][C:27]([OH:29])=O)=[N:4][C:5]([N:8]([CH2:16][C:17]([F:25])([F:24])[C:18]2[CH:23]=[CH:22][CH:21]=[CH:20][N:19]=2)C(OC(C)(C)C)=O)=[CH:6][CH:7]=1.[Cl:30][C:31]1[CH:32]=[C:33]([CH:36]=[CH:37][CH:38]=1)[CH2:34][NH2:35]. (4) Given the product [C:24]1([N:7]([C:1]2[CH:2]=[CH:3][CH:4]=[CH:5][CH:6]=2)[C:8]2[CH:13]=[CH:12][C:11]([CH:14]=[CH:15][C:16]3[CH:17]=[CH:18][C:19]([CH:22]=[CH:23][C:31]4[CH:36]=[CH:35][C:34]([NH:37][C:38](=[O:40])[CH3:39])=[CH:33][CH:32]=4)=[CH:20][CH:21]=3)=[CH:10][CH:9]=2)[CH:25]=[CH:26][CH:27]=[CH:28][CH:29]=1, predict the reactants needed to synthesize it. The reactants are: [C:1]1([N:7]([C:24]2[CH:29]=[CH:28][CH:27]=[CH:26][CH:25]=2)[C:8]2[CH:13]=[CH:12][C:11]([CH:14]=[CH:15][C:16]3[CH:21]=[CH:20][C:19]([CH:22]=[CH2:23])=[CH:18][CH:17]=3)=[CH:10][CH:9]=2)[CH:6]=[CH:5][CH:4]=[CH:3][CH:2]=1.I[C:31]1[CH:36]=[CH:35][C:34]([NH:37][C:38](=[O:40])[CH3:39])=[CH:33][CH:32]=1.O.